This data is from Forward reaction prediction with 1.9M reactions from USPTO patents (1976-2016). The task is: Predict the product of the given reaction. (1) Given the reactants I[C:2]1[CH:17]=[CH:16][C:5]([O:6][CH2:7][CH2:8][CH2:9][N:10]2[CH2:14][CH2:13][CH2:12][C@H:11]2[CH3:15])=[CH:4][CH:3]=1.[NH:18]1[CH:22]=[C:21]([C:23]([N:25]2[CH2:30][CH2:29][O:28][CH2:27][CH2:26]2)=[O:24])[CH:20]=[N:19]1.CN[C@@H]1CCCC[C@H]1NC.C(=O)([O-])[O-].[Cs+].[Cs+], predict the reaction product. The product is: [CH3:15][C@@H:11]1[CH2:12][CH2:13][CH2:14][N:10]1[CH2:9][CH2:8][CH2:7][O:6][C:5]1[CH:16]=[CH:17][C:2]([N:18]2[CH:22]=[C:21]([C:23]([N:25]3[CH2:26][CH2:27][O:28][CH2:29][CH2:30]3)=[O:24])[CH:20]=[N:19]2)=[CH:3][CH:4]=1. (2) Given the reactants O1CCCC1.[OH-].[K+].[Cl:8][C:9]1[CH:10]=[C:11](B(O)O)[CH:12]=[C:13]([Cl:15])[CH:14]=1.Br[C:20]([C:22]([F:25])([F:24])[F:23])=[CH2:21], predict the reaction product. The product is: [Cl:8][C:9]1[CH:10]=[C:11]([C:20]([C:22]([F:25])([F:24])[F:23])=[CH2:21])[CH:12]=[C:13]([Cl:15])[CH:14]=1.